From a dataset of NCI-60 drug combinations with 297,098 pairs across 59 cell lines. Regression. Given two drug SMILES strings and cell line genomic features, predict the synergy score measuring deviation from expected non-interaction effect. (1) Drug 1: CC1=C(C=C(C=C1)NC2=NC=CC(=N2)N(C)C3=CC4=NN(C(=C4C=C3)C)C)S(=O)(=O)N.Cl. Drug 2: C1CCN(CC1)CCOC2=CC=C(C=C2)C(=O)C3=C(SC4=C3C=CC(=C4)O)C5=CC=C(C=C5)O. Cell line: MALME-3M. Synergy scores: CSS=11.2, Synergy_ZIP=1.98, Synergy_Bliss=8.99, Synergy_Loewe=8.20, Synergy_HSA=8.22. (2) Drug 1: C1=CC(=C2C(=C1NCCNCCO)C(=O)C3=C(C=CC(=C3C2=O)O)O)NCCNCCO. Drug 2: CN(C)C1=NC(=NC(=N1)N(C)C)N(C)C. Cell line: UACC-257. Synergy scores: CSS=13.0, Synergy_ZIP=3.42, Synergy_Bliss=8.70, Synergy_Loewe=-4.69, Synergy_HSA=3.83. (3) Drug 1: C1=CC(=CC=C1CCC2=CNC3=C2C(=O)NC(=N3)N)C(=O)NC(CCC(=O)O)C(=O)O. Drug 2: C(CC(=O)O)C(=O)CN.Cl. Cell line: SK-MEL-28. Synergy scores: CSS=6.58, Synergy_ZIP=-7.75, Synergy_Bliss=-14.1, Synergy_Loewe=-11.8, Synergy_HSA=-11.6.